From a dataset of Full USPTO retrosynthesis dataset with 1.9M reactions from patents (1976-2016). Predict the reactants needed to synthesize the given product. (1) Given the product [Cl:22][C:7]1[O:6][C:10]([C:11]2[CH:12]=[C:13]([NH:17][C:18](=[O:21])[O:19][CH3:20])[CH:14]=[CH:15][CH:16]=2)=[CH:9][N:8]=1, predict the reactants needed to synthesize it. The reactants are: [Li]CCCC.[O:6]1[C:10]([C:11]2[CH:12]=[C:13]([NH:17][C:18](=[O:21])[O:19][CH3:20])[CH:14]=[CH:15][CH:16]=2)=[CH:9][N:8]=[CH:7]1.[Cl:22]C(Cl)(Cl)C(Cl)(Cl)Cl. (2) Given the product [CH2:22]([O:24][C:25]([CH:27]1[CH2:31][CH2:30][CH2:29][CH:28]1[N:32]([CH:33]([CH3:34])[CH3:35])[C:17](=[O:19])[CH2:16][C:11]1[NH:10][C:9]2[CH:20]=[CH:21][C:6]([NH:5][S:2]([CH3:1])(=[O:3])=[O:4])=[CH:7][C:8]=2[S:13](=[O:14])(=[O:15])[N:12]=1)=[O:26])[CH3:23], predict the reactants needed to synthesize it. The reactants are: [CH3:1][S:2]([NH:5][C:6]1[CH:21]=[CH:20][C:9]2[NH:10][C:11]([CH2:16][C:17]([OH:19])=O)=[N:12][S:13](=[O:15])(=[O:14])[C:8]=2[CH:7]=1)(=[O:4])=[O:3].[CH2:22]([O:24][C:25]([CH:27]1[CH2:31][CH2:30][CH2:29][CH:28]1[NH:32][CH:33]([CH3:35])[CH3:34])=[O:26])[CH3:23].Cl.CN(C)CCCN=C=NCC.CN1CCOCC1.Cl. (3) Given the product [N:32]([C@H:2]([C@@H:5]1[O:9][C:8](=[O:10])[N:7]([C:11]([O:13][C:14]([CH3:17])([CH3:16])[CH3:15])=[O:12])[CH2:6]1)[CH2:3][CH3:4])=[N+:33]=[N-:34], predict the reactants needed to synthesize it. The reactants are: O[C@@H:2]([C@@H:5]1[O:9][C:8](=[O:10])[N:7]([C:11]([O:13][C:14]([CH3:17])([CH3:16])[CH3:15])=[O:12])[CH2:6]1)[CH2:3][CH3:4].C1C=CC(P([N:32]=[N+:33]=[N-:34])(C2C=CC=CC=2)=O)=CC=1.C1C=CC(P(C2C=CC=CC=2)C2C=CC=CC=2)=CC=1.CCOC(/N=N/C(OCC)=O)=O.